Predict the product of the given reaction. From a dataset of Forward reaction prediction with 1.9M reactions from USPTO patents (1976-2016). (1) Given the reactants [F:1][C:2]([F:15])([F:14])[S:3][C:4]1[CH:5]=[C:6]([CH2:10][C:11]([OH:13])=[O:12])[CH:7]=[CH:8][CH:9]=1.[CH3:16]O, predict the reaction product. The product is: [CH3:16][O:12][C:11](=[O:13])[CH2:10][C:6]1[CH:7]=[CH:8][CH:9]=[C:4]([S:3][C:2]([F:14])([F:1])[F:15])[CH:5]=1. (2) The product is: [Cl:35][C:34]1[C:33]([O:36][CH3:37])=[CH:32][C:31]([O:38][CH3:39])=[C:30]([Cl:40])[C:29]=1[C:24]1[CH:25]=[C:26]2[C:21](=[CH:22][CH:23]=1)[N:20]=[C:19]([NH:1][C@H:2]1[C@@H:7]([NH:8][C:9](=[O:17])[O:10][CH2:11][CH2:12][Si:13]([CH3:14])([CH3:16])[CH3:15])[CH2:6][C@H:5]3[C@@H:3]1[CH2:4]3)[N:28]=[CH:27]2. Given the reactants [NH2:1][C@H:2]1[C@@H:7]([NH:8][C:9](=[O:17])[O:10][CH2:11][CH2:12][Si:13]([CH3:16])([CH3:15])[CH3:14])[CH2:6][C@H:5]2[C@@H:3]1[CH2:4]2.Cl[C:19]1[N:28]=[CH:27][C:26]2[C:21](=[CH:22][CH:23]=[C:24]([C:29]3[C:34]([Cl:35])=[C:33]([O:36][CH3:37])[CH:32]=[C:31]([O:38][CH3:39])[C:30]=3[Cl:40])[CH:25]=2)[N:20]=1.C(=O)(O)[O-].[Na+], predict the reaction product. (3) Given the reactants C([O:3][C:4]([C:6]1[N:7]=[CH:8][N:9]([C:11]2[CH:16]=[CH:15][C:14]([F:17])=[CH:13][CH:12]=2)[CH:10]=1)=[O:5])C.C, predict the reaction product. The product is: [F:17][C:14]1[CH:13]=[CH:12][C:11]([N:9]2[CH:10]=[C:6]([C:4]([OH:5])=[O:3])[N:7]=[CH:8]2)=[CH:16][CH:15]=1. (4) Given the reactants I[C:2]1[CH:7]=[CH:6][C:5]([S:8]([CH3:11])(=[O:10])=[O:9])=[CH:4][C:3]=1[C:12]([N:14]1[CH2:19][CH2:18][N:17]([C:20]2[CH:25]=[CH:24][C:23]([C:26]([F:29])([F:28])[F:27])=[CH:22][CH:21]=2)[CH2:16][CH2:15]1)=[O:13].[CH2:30]([NH2:34])[CH:31]([CH3:33])[CH3:32], predict the reaction product. The product is: [CH2:30]([NH:34][C:2]1[CH:7]=[CH:6][C:5]([S:8]([CH3:11])(=[O:10])=[O:9])=[CH:4][C:3]=1[C:12]([N:14]1[CH2:19][CH2:18][N:17]([C:20]2[CH:25]=[CH:24][C:23]([C:26]([F:29])([F:28])[F:27])=[CH:22][CH:21]=2)[CH2:16][CH2:15]1)=[O:13])[CH:31]([CH3:33])[CH3:32].